Dataset: Peptide-MHC class II binding affinity with 134,281 pairs from IEDB. Task: Regression. Given a peptide amino acid sequence and an MHC pseudo amino acid sequence, predict their binding affinity value. This is MHC class II binding data. (1) The peptide sequence is IVALIIAIVVWTIV. The MHC is HLA-DQA10104-DQB10503 with pseudo-sequence HLA-DQA10104-DQB10503. The binding affinity (normalized) is 0. (2) The peptide sequence is INRPTAAAIAYGLDR. The MHC is HLA-DQA10401-DQB10402 with pseudo-sequence HLA-DQA10401-DQB10402. The binding affinity (normalized) is 0.379. (3) The peptide sequence is AIVYYSMYGHIKKMA. The MHC is HLA-DQA10501-DQB10301 with pseudo-sequence HLA-DQA10501-DQB10301. The binding affinity (normalized) is 0.443. (4) The peptide sequence is LTRYYSSFVNMERDLASGLI. The MHC is DRB1_1101 with pseudo-sequence DRB1_1101. The binding affinity (normalized) is 0.510. (5) The peptide sequence is MAGAGPAPMLAAAAG. The MHC is DRB5_0101 with pseudo-sequence DRB5_0101. The binding affinity (normalized) is 0.313. (6) The peptide sequence is SAMVYSSDDIPPR. The MHC is HLA-DPA10301-DPB10402 with pseudo-sequence HLA-DPA10301-DPB10402. The binding affinity (normalized) is 0. (7) The peptide sequence is IKYTRPGDSLAEVEL. The MHC is DRB1_0901 with pseudo-sequence DRB1_0901. The binding affinity (normalized) is 0.202. (8) The peptide sequence is ETADELAALLAAVQA. The MHC is HLA-DPA10301-DPB10402 with pseudo-sequence HLA-DPA10301-DPB10402. The binding affinity (normalized) is 0.134. (9) The peptide sequence is MERRFTSHLPVAQRG. The MHC is HLA-DQA10201-DQB10303 with pseudo-sequence HLA-DQA10201-DQB10303. The binding affinity (normalized) is 0.530.